From a dataset of Reaction yield outcomes from USPTO patents with 853,638 reactions. Predict the reaction yield, written as a fraction of the theoretical maximum amount of product (1.0 means a 100% yield; for example, 0.34 means a 34% yield). (1) The reactants are [Cl:1][C:2]1[C:3]([CH3:12])=[C:4]([S:8](Cl)(=[O:10])=[O:9])[CH:5]=[CH:6][CH:7]=1.N1C=CC=CC=1.[NH2:19][C:20]1[CH:21]=[CH:22][C:23]2[O:27][CH:26]=[C:25]([CH3:28])[C:24]=2[CH:29]=1.C([O-])(O)=O.[Na+]. The catalyst is ClCCl. The product is [Cl:1][C:2]1[C:3]([CH3:12])=[C:4]([S:8]([NH:19][C:20]2[CH:21]=[CH:22][C:23]3[O:27][CH:26]=[C:25]([CH3:28])[C:24]=3[CH:29]=2)(=[O:10])=[O:9])[CH:5]=[CH:6][CH:7]=1. The yield is 0.870. (2) The reactants are [C:1]([O:5][C:6]([NH:8][C@@H:9]([CH2:21][C:22]1[CH:27]=[CH:26][C:25]([O:28]CC2C=CC=CC=2)=[C:24]([O:36]CC2C=CC=CC=2)[CH:23]=1)[C:10]([O:12][C@H:13]([CH3:20])[C@H:14]([O:16][C:17](=[O:19])[CH3:18])[CH3:15])=[O:11])=[O:7])([CH3:4])([CH3:3])[CH3:2].[H][H]. The catalyst is CO.[Pd]. The product is [OH:36][C:24]1[CH:23]=[C:22]([CH2:21][C@H:9]([NH:8][C:6]([O:5][C:1]([CH3:2])([CH3:3])[CH3:4])=[O:7])[C:10]([O:12][C@H:13]([CH3:20])[C@H:14]([O:16][C:17](=[O:19])[CH3:18])[CH3:15])=[O:11])[CH:27]=[CH:26][C:25]=1[OH:28]. The yield is 1.00. (3) The reactants are C([O:3][C:4]([CH2:6][CH2:7][C:8]1[C:9]([C:20]2[CH:25]=[CH:24][N:23]=[CH:22][CH:21]=2)=[C:10]([C:13]2[CH:18]=[CH:17][C:16]([F:19])=[CH:15][CH:14]=2)[NH:11][CH:12]=1)=O)C.[H-].[Al+3].[Li+].[H-].[H-].[H-]. No catalyst specified. The product is [F:19][C:16]1[CH:15]=[CH:14][C:13]([C:10]2[NH:11][CH:12]=[C:8]([CH2:7][CH2:6][CH2:4][OH:3])[C:9]=2[C:20]2[CH:25]=[CH:24][N:23]=[CH:22][CH:21]=2)=[CH:18][CH:17]=1. The yield is 0.910.